Dataset: Full USPTO retrosynthesis dataset with 1.9M reactions from patents (1976-2016). Task: Predict the reactants needed to synthesize the given product. (1) Given the product [CH3:18][C:17]([S@@:15]([N:14]1[CH2:2][CH2:3][CH2:4][C@H:5]1[C:6]1[CH:11]=[CH:10][C:9]([O:12][CH3:13])=[CH:8][CH:7]=1)=[O:16])([CH3:20])[CH3:19], predict the reactants needed to synthesize it. The reactants are: Cl[CH2:2][CH2:3][CH2:4]/[C:5](=[N:14]\[S@:15]([C:17]([CH3:20])([CH3:19])[CH3:18])=[O:16])/[C:6]1[CH:11]=[CH:10][C:9]([O:12][CH3:13])=[CH:8][CH:7]=1.CC(C[AlH]CC(C)C)C.[Li+].C[Si]([N-][Si](C)(C)C)(C)C. (2) Given the product [F:6][C:7]1[CH:8]=[CH:9][C:10]([CH:13]([C:26]2[CH:27]=[CH:28][C:29]([F:32])=[CH:30][CH:31]=2)[CH2:14][CH2:15][NH:16][C:17](=[O:25])[C:18]2[CH:23]=[CH:22][C:21]([O:3][CH2:1][CH3:2])=[N:20][CH:19]=2)=[CH:11][CH:12]=1, predict the reactants needed to synthesize it. The reactants are: [CH2:1]([OH:3])[CH3:2].[H-].[Na+].[F:6][C:7]1[CH:12]=[CH:11][C:10]([CH:13]([C:26]2[CH:31]=[CH:30][C:29]([F:32])=[CH:28][CH:27]=2)[CH2:14][CH2:15][NH:16][C:17](=[O:25])[C:18]2[CH:23]=[CH:22][C:21](F)=[N:20][CH:19]=2)=[CH:9][CH:8]=1. (3) The reactants are: O=[C:2]1[C:9]2[CH:8]=[C:7]([C:10]([O:12][CH3:13])=[O:11])[NH:6][C:5]=2[CH2:4][CH2:3]1.[Br:14][C:15]1[CH:16]=[C:17]([CH:21]=[CH:22][CH:23]=1)[CH2:18][Mg]Br. Given the product [Br:14][C:15]1[CH:16]=[C:17]([CH:21]=[CH:22][CH:23]=1)[CH2:18][CH:2]1[C:9]2[CH:8]=[C:7]([C:10]([O:12][CH3:13])=[O:11])[NH:6][C:5]=2[CH2:4][CH2:3]1.[Br:14][C:15]1[CH:16]=[C:17]([CH:21]=[CH:22][CH:23]=1)/[CH:18]=[C:2]1\[CH2:3][CH2:4][C:5]2[NH:6][C:7]([C:10]([O:12][CH3:13])=[O:11])=[CH:8][C:9]\1=2, predict the reactants needed to synthesize it. (4) Given the product [F:1][C:2]1[CH:3]=[CH:4][C:5]([C:6]([N:41]2[CH2:42][CH:43]=[C:38]([C:35]3[CH:36]=[CH:37][C:32]([O:31][CH2:30][CH2:29][CH2:28][N:22]4[CH2:27][CH2:26][CH2:25][CH2:24][CH2:23]4)=[CH:33][CH:34]=3)[CH2:39][CH2:40]2)=[O:8])=[CH:9][CH:10]=1, predict the reactants needed to synthesize it. The reactants are: [F:1][C:2]1[CH:10]=[CH:9][C:5]([C:6]([OH:8])=O)=[CH:4][CH:3]=1.O.ON1C2C=CC=CC=2N=N1.[N:22]1([CH2:28][CH2:29][CH2:30][O:31][C:32]2[CH:37]=[CH:36][C:35]([C:38]3[CH2:39][CH2:40][NH:41][CH2:42][CH:43]=3)=[CH:34][CH:33]=2)[CH2:27][CH2:26][CH2:25][CH2:24][CH2:23]1. (5) Given the product [NH2:1][C:2]1[N:7]2[N:8]=[CH:9][C:10]([C@@H:11]3[O:15][C@@:14]([CH2:18][OH:19])([CH:16]=[O:17])[C@@H:13]([O:20][Si:21]([C:24]([CH3:27])([CH3:26])[CH3:25])([CH3:22])[CH3:23])[CH2:12]3)=[C:6]2[N:5]=[CH:4][N:3]=1, predict the reactants needed to synthesize it. The reactants are: [NH2:1][C:2]1[N:7]2[N:8]=[CH:9][C:10]([C@@H:11]3[O:15][C:14]([CH2:18][OH:19])([CH2:16][OH:17])[C@@H:13]([O:20][Si:21]([C:24]([CH3:27])([CH3:26])[CH3:25])([CH3:23])[CH3:22])[CH2:12]3)=[C:6]2[N:5]=[CH:4][N:3]=1. (6) Given the product [BrH:18].[NH2:20][C:21]1[N:12]([CH2:13][C:14]([CH3:17])([OH:16])[CH3:15])[C:11]2[C:10]3[CH:9]=[CH:8][C:7]([Br:18])=[CH:6][C:5]=3[N:4]=[C:3]([Cl:19])[C:2]=2[N:1]=1, predict the reactants needed to synthesize it. The reactants are: [NH2:1][C:2]1[C:3]([Cl:19])=[N:4][C:5]2[C:10]([C:11]=1[NH:12][CH2:13][C:14]([CH3:17])([OH:16])[CH3:15])=[CH:9][CH:8]=[C:7]([Br:18])[CH:6]=2.[N:20]#[C:21]Br.